Predict the reaction yield, written as a fraction of the theoretical maximum amount of product (1.0 means a 100% yield; for example, 0.34 means a 34% yield). From a dataset of Reaction yield outcomes from USPTO patents with 853,638 reactions. (1) The reactants are C([O:3][C:4]([CH:6]1[CH2:11][CH2:10][N:9]([C:12]2[C:13]3[N:14]([N:18]=[C:19]([NH:21][C:22]4[CH:27]=[CH:26][C:25]([C:28](=[O:38])[N:29]([CH3:37])[CH:30]5[CH2:35][CH2:34][N:33]([CH3:36])[CH2:32][CH2:31]5)=[CH:24][CH:23]=4)[N:20]=3)[CH:15]=[CH:16][CH:17]=2)[CH2:8][CH2:7]1)=[O:5])C.[OH-].[Na+]. The catalyst is O1CCOCC1. The product is [CH3:37][N:29]([CH:30]1[CH2:31][CH2:32][N:33]([CH3:36])[CH2:34][CH2:35]1)[C:28]([C:25]1[CH:24]=[CH:23][C:22]([NH:21][C:19]2[N:20]=[C:13]3[C:12]([N:9]4[CH2:10][CH2:11][CH:6]([C:4]([OH:5])=[O:3])[CH2:7][CH2:8]4)=[CH:17][CH:16]=[CH:15][N:14]3[N:18]=2)=[CH:27][CH:26]=1)=[O:38]. The yield is 0.980. (2) The reactants are Cl.[CH3:2][O:3][C:4](=[O:17])[C@@H:5]([CH2:7][C:8]1[C:16]2[C:11](=[CH:12][CH:13]=[CH:14][CH:15]=2)[NH:10][CH:9]=1)[NH2:6].[BH3-]C#N.[Na+].[CH:22](=O)[C:23]1[CH:28]=[CH:27][CH:26]=[CH:25][CH:24]=1.[C:30](O)(=O)C.C=O. The catalyst is C([O-])(O)=O.[Na+].CO. The product is [CH2:22]([N:6]([CH3:30])[C@H:5]([CH2:7][C:8]1[C:16]2[C:11](=[CH:12][CH:13]=[CH:14][CH:15]=2)[NH:10][CH:9]=1)[C:4]([O:3][CH3:2])=[O:17])[C:23]1[CH:28]=[CH:27][CH:26]=[CH:25][CH:24]=1. The yield is 0.970. (3) The reactants are [H-].[Na+].[CH:3]([C:6]1[CH:11]=[CH:10][CH:9]=[CH:8][C:7]=1[OH:12])([CH3:5])[CH3:4].[CH3:13][O:14][CH2:15][CH2:16][O:17][CH2:18]Cl. The catalyst is O1CCCC1. The product is [CH:3]([C:6]1[CH:11]=[CH:10][CH:9]=[CH:8][C:7]=1[O:12][CH2:13][O:14][CH2:15][CH2:16][O:17][CH3:18])([CH3:5])[CH3:4]. The yield is 0.808. (4) The reactants are [H-].[Al+3].[Li+].[H-].[H-].[H-].[Al+3].[Cl-].[Cl-].[Cl-].[Cl:11][C:12]1[CH:17]=[CH:16][C:15]([N:18]2[C:22](=O)[C:21]3([CH2:28][CH2:27][CH2:26][CH2:25][CH2:24]3)[NH:20][C:19]2=[O:29])=[CH:14][CH:13]=1. The catalyst is C1COCC1. The product is [Cl:11][C:12]1[CH:13]=[CH:14][C:15]([N:18]2[CH2:22][C:21]3([CH2:28][CH2:27][CH2:26][CH2:25][CH2:24]3)[NH:20][C:19]2=[O:29])=[CH:16][CH:17]=1. The yield is 0.180.